From a dataset of Reaction yield outcomes from USPTO patents with 853,638 reactions. Predict the reaction yield, written as a fraction of the theoretical maximum amount of product (1.0 means a 100% yield; for example, 0.34 means a 34% yield). (1) The reactants are [Cl:1][C:2]1[CH:13]=[C:12]([OH:14])[C:5]2[CH:6]=[C:7]([C:9](=[O:11])[CH3:10])[O:8][C:4]=2[CH:3]=1.C([O-])([O-])=O.[K+].[K+]. The catalyst is CN(C=O)C. The yield is 0.930. The product is [CH2:6]([O:14][C:12]1[C:5]2[CH:6]=[C:7]([C:9](=[O:11])[CH3:10])[O:8][C:4]=2[CH:3]=[C:2]([Cl:1])[CH:13]=1)[C:5]1[CH:12]=[CH:13][CH:2]=[CH:3][CH:4]=1. (2) The reactants are C1(S([N:10]2[C:14]3[CH:15]=[N:16][CH:17]=[C:18]([OH:19])[C:13]=3[C:12]3[CH:20]=[C:21]([Br:24])[CH:22]=[N:23][C:11]2=3)(=O)=O)C=CC=CC=1. The catalyst is Cl. The product is [Br:24][C:21]1[CH:22]=[N:23][C:11]2[NH:10][C:14]3[CH:15]=[N:16][CH:17]=[C:18]([OH:19])[C:13]=3[C:12]=2[CH:20]=1. The yield is 0.990.